Dataset: Reaction yield outcomes from USPTO patents with 853,638 reactions. Task: Predict the reaction yield, written as a fraction of the theoretical maximum amount of product (1.0 means a 100% yield; for example, 0.34 means a 34% yield). The reactants are [CH3:1][O:2][C:3]1[N:4]=[CH:5][CH:6]=[C:7]2[C:11]([C:12]3[CH:18]=[C:17]([S:19]([CH3:22])(=[O:21])=[O:20])[CH:16]=[CH:15][C:13]=3[NH2:14])=[CH:10][N:9]([CH3:23])[C:8]=12.[CH:24]1([CH:29]=O)[CH2:28][CH2:27][CH2:26][CH2:25]1. The catalyst is ClC(Cl)C.C(O)(=O)C. The product is [CH:24]1([CH2:29][NH:14][C:13]2[CH:15]=[CH:16][C:17]([S:19]([CH3:22])(=[O:21])=[O:20])=[CH:18][C:12]=2[C:11]2[C:7]3[C:8](=[C:3]([O:2][CH3:1])[N:4]=[CH:5][CH:6]=3)[N:9]([CH3:23])[CH:10]=2)[CH2:28][CH2:27][CH2:26][CH2:25]1. The yield is 0.310.